From a dataset of Reaction yield outcomes from USPTO patents with 853,638 reactions. Predict the reaction yield, written as a fraction of the theoretical maximum amount of product (1.0 means a 100% yield; for example, 0.34 means a 34% yield). (1) The reactants are C([Li])CCC.[CH2:6]([C@H:13]1[CH2:17][O:16][C:15](=[O:18])[NH:14]1)[C:7]1[CH:12]=[CH:11][CH:10]=[CH:9][CH:8]=1.[CH3:19][O:20][C:21]1[CH:26]=[CH:25][C:24]([CH2:27][C:28](Cl)=[O:29])=[CH:23][CH:22]=1. The catalyst is C1COCC1. The product is [CH2:6]([C@H:13]1[CH2:17][O:16][C:15](=[O:18])[N:14]1[C:28](=[O:29])[CH2:27][C:24]1[CH:25]=[CH:26][C:21]([O:20][CH3:19])=[CH:22][CH:23]=1)[C:7]1[CH:8]=[CH:9][CH:10]=[CH:11][CH:12]=1. The yield is 0.825. (2) The reactants are [NH2:1][C:2]1[CH:7]=[C:6]([O:8][C:9]2[CH:14]=[CH:13][C:12]([NH:15][C:16]([C:18]3([C:21]([NH:23][C:24]4[CH:29]=[CH:28][C:27]([F:30])=[CH:26][CH:25]=4)=[O:22])[CH2:20][CH2:19]3)=[O:17])=[C:11]([F:31])[CH:10]=2)[CH:5]=[CH:4][N:3]=1.[CH2:32]([N:34]([CH2:37][CH3:38])[CH2:35][CH3:36])C.Cl[C:40](OC1C=CC=CC=1)=[O:41].[O:49]1CCCC1. No catalyst specified. The product is [F:31][C:11]1[CH:10]=[C:9]([O:8][C:6]2[CH:5]=[CH:4][N:3]=[C:2]([NH:1][C:32]([N:34]3[CH2:37][CH2:38][CH:40]([OH:41])[CH2:36][CH2:35]3)=[O:49])[CH:7]=2)[CH:14]=[CH:13][C:12]=1[NH:15][C:16]([C:18]1([C:21]([NH:23][C:24]2[CH:25]=[CH:26][C:27]([F:30])=[CH:28][CH:29]=2)=[O:22])[CH2:20][CH2:19]1)=[O:17]. The yield is 0.873. (3) The reactants are Cl[CH2:2][Si:3]([CH3:6])([CH3:5])[CH3:4].[O:7]=[CH:8][C:9]1[CH:17]=[CH:16][C:14]([OH:15])=[C:11]([O:12][CH3:13])[CH:10]=1.C(=O)([O-])[O-].[K+].[K+].C(O)C.O. The yield is 0.500. The catalyst is CN(C=O)C. The product is [CH3:13][O:12][C:11]1[CH:10]=[C:9]([CH:17]=[CH:16][C:14]=1[O:15][CH2:2][Si:3]([CH3:6])([CH3:5])[CH3:4])[CH:8]=[O:7].